Dataset: Full USPTO retrosynthesis dataset with 1.9M reactions from patents (1976-2016). Task: Predict the reactants needed to synthesize the given product. (1) Given the product [Cl:1][C:2]1[CH:3]=[CH:4][C:5]([C:30]#[N:31])=[C:6]([C:8]2[C:13]([O:14][CH3:15])=[CH:12][N:11]([CH:16]([CH2:20][C:21]3([C:25]([F:27])([F:28])[F:26])[CH2:24][CH2:23][CH2:22]3)[C:17]([NH:32][C:33]3[CH:45]=[CH:44][C:36]([C:37]([O:39][C:40]([CH3:41])([CH3:42])[CH3:43])=[O:38])=[CH:35][CH:34]=3)=[O:18])[C:10](=[O:29])[CH:9]=2)[CH:7]=1, predict the reactants needed to synthesize it. The reactants are: [Cl:1][C:2]1[CH:3]=[CH:4][C:5]([C:30]#[N:31])=[C:6]([C:8]2[C:13]([O:14][CH3:15])=[CH:12][N:11]([CH:16]([CH2:20][C:21]3([C:25]([F:28])([F:27])[F:26])[CH2:24][CH2:23][CH2:22]3)[C:17](O)=[O:18])[C:10](=[O:29])[CH:9]=2)[CH:7]=1.[NH2:32][C:33]1[CH:45]=[CH:44][C:36]([C:37]([O:39][C:40]([CH3:43])([CH3:42])[CH3:41])=[O:38])=[CH:35][CH:34]=1. (2) Given the product [CH:1]1([NH:4][C:5](=[O:30])[C:6]2[CH:11]=[CH:10][C:9]([C:12]3[N:16]4[N:17]=[C:18]([S:33]([CH3:38])(=[O:35])=[O:32])[CH:19]=[C:20]([NH:21][CH2:22][C:23]([OH:26])([CH3:25])[CH3:24])[C:15]4=[N:14][CH:13]=3)=[CH:8][C:7]=2[CH3:29])[CH2:2][CH2:3]1, predict the reactants needed to synthesize it. The reactants are: [CH:1]1([NH:4][C:5](=[O:30])[C:6]2[CH:11]=[CH:10][C:9]([C:12]3[N:16]4[N:17]=[C:18](SC)[CH:19]=[C:20]([NH:21][CH2:22][C:23]([OH:26])([CH3:25])[CH3:24])[C:15]4=[N:14][CH:13]=3)=[CH:8][C:7]=2[CH3:29])[CH2:3][CH2:2]1.O[O:32][S:33]([O-:35])=O.[K+].O.[CH3:38]N(C)C=O. (3) Given the product [F:24][C:3]([F:2])([F:23])[C:4]1[CH:22]=[CH:21][CH:20]=[CH:19][C:5]=1[CH:6]([O:14][CH:15]1[CH2:18][N:17]([C:30]([NH:29][C:25]([CH3:28])([CH3:27])[CH3:26])=[O:31])[CH2:16]1)[C:7]1[CH:12]=[CH:11][C:10]([Cl:13])=[CH:9][CH:8]=1, predict the reactants needed to synthesize it. The reactants are: Cl.[F:2][C:3]([F:24])([F:23])[C:4]1[CH:22]=[CH:21][CH:20]=[CH:19][C:5]=1[CH:6]([O:14][CH:15]1[CH2:18][NH:17][CH2:16]1)[C:7]1[CH:12]=[CH:11][C:10]([Cl:13])=[CH:9][CH:8]=1.[C:25]([N:29]=[C:30]=[O:31])([CH3:28])([CH3:27])[CH3:26]. (4) Given the product [Cl:6][C:7]1[CH:8]=[C:9]2[C:13](=[C:14]([C:23]([OH:25])=[O:24])[C:15]=1[F:16])[NH:12][CH:11]=[CH:10]2, predict the reactants needed to synthesize it. The reactants are: C([Li])CCC.[Cl:6][C:7]1[CH:8]=[C:9]2[C:13](=[CH:14][C:15]=1[F:16])[NH:12][CH:11]=[CH:10]2.CC([O-])(C)C.[K+].[C:23](=[O:25])=[O:24].